This data is from Reaction yield outcomes from USPTO patents with 853,638 reactions. The task is: Predict the reaction yield, written as a fraction of the theoretical maximum amount of product (1.0 means a 100% yield; for example, 0.34 means a 34% yield). (1) The reactants are [CH3:1][O:2][C@H:3]1[CH2:8][NH:7][CH2:6][C@@H:5]([CH2:9][N:10]2[C:18](=[O:19])[C:17]3[C:12](=[CH:13][CH:14]=[CH:15][CH:16]=3)[C:11]2=[O:20])[CH2:4]1.[CH3:21][O:22][C:23]1[CH:24]=[CH:25][C:26]2[N:31]=[CH:30][C:29](=[O:32])[N:28]([CH2:33][CH:34]=O)[C:27]=2[N:36]=1.[BH-](OC(C)=O)(OC(C)=O)OC(C)=O.[Na+]. The catalyst is CO.C(Cl)(Cl)Cl. The product is [CH3:1][O:2][CH:3]1[CH2:8][N:7]([CH2:34][CH2:33][N:28]2[C:29](=[O:32])[CH:30]=[N:31][C:26]3[CH:25]=[CH:24][C:23]([O:22][CH3:21])=[N:36][C:27]2=3)[CH2:6][CH:5]([CH2:9][N:10]2[C:18](=[O:19])[C:17]3[C:12](=[CH:13][CH:14]=[CH:15][CH:16]=3)[C:11]2=[O:20])[CH2:4]1. The yield is 0.550. (2) The reactants are [H-].[Na+].[Br:3][C:4]1[N:9]=[C:8]([NH2:10])[CH:7]=[CH:6][CH:5]=1.I[CH3:12]. The catalyst is CN(C=O)C. The product is [Br:3][C:4]1[N:9]=[C:8]([NH:10][CH3:12])[CH:7]=[CH:6][CH:5]=1. The yield is 0.280. (3) The reactants are CS(O[CH2:6][C@H:7]([NH:12][C:13]([C:26]1[CH:31]=[CH:30][CH:29]=[CH:28][CH:27]=1)([C:20]1[CH:25]=[CH:24][CH:23]=[CH:22][CH:21]=1)[C:14]1[CH:19]=[CH:18][CH:17]=[CH:16][CH:15]=1)[C:8]([O:10][CH3:11])=[O:9])(=O)=O.[I-:32].[Na+]. The catalyst is CC(C)=O. The product is [I:32][CH2:6][C@H:7]([NH:12][C:13]([C:20]1[CH:21]=[CH:22][CH:23]=[CH:24][CH:25]=1)([C:14]1[CH:19]=[CH:18][CH:17]=[CH:16][CH:15]=1)[C:26]1[CH:27]=[CH:28][CH:29]=[CH:30][CH:31]=1)[C:8]([O:10][CH3:11])=[O:9]. The yield is 0.890.